From a dataset of Catalyst prediction with 721,799 reactions and 888 catalyst types from USPTO. Predict which catalyst facilitates the given reaction. Reactant: [H-].[Na+].[CH:3]1([S:6]([NH2:9])(=[O:8])=[O:7])[CH2:5][CH2:4]1.[CH2:10]([C:12]1[CH:17]=[CH:16][C:15]([N:18]2[CH2:23][CH2:22][O:21][CH2:20][CH2:19]2)=[CH:14][C:13]=1[CH:24]1[CH2:33][C:32]([CH3:35])([CH3:34])[C:31]2[C:26](=[CH:27][CH:28]=[C:29]([C:36](O)=[O:37])[CH:30]=2)[NH:25]1)[CH3:11].C(N1C=CN=C1)(N1C=CN=C1)=O. Product: [CH2:10]([C:12]1[CH:17]=[CH:16][C:15]([N:18]2[CH2:19][CH2:20][O:21][CH2:22][CH2:23]2)=[CH:14][C:13]=1[CH:24]1[CH2:33][C:32]([CH3:34])([CH3:35])[C:31]2[C:26](=[CH:27][CH:28]=[C:29]([C:36]([NH:9][S:6]([CH:3]3[CH2:5][CH2:4]3)(=[O:8])=[O:7])=[O:37])[CH:30]=2)[NH:25]1)[CH3:11]. The catalyst class is: 35.